This data is from Catalyst prediction with 721,799 reactions and 888 catalyst types from USPTO. The task is: Predict which catalyst facilitates the given reaction. (1) Reactant: [OH:1][C@H:2]1[CH2:26][CH2:25][C@@:24]2([CH3:27])[C@@H:4]([C:5](=[O:29])[O:6][C:7]3[C@H:8]4[C@:20]([CH3:28])([CH2:21][CH2:22][C:23]=32)[C@@H:11]([C@H:12]([CH3:19])[CH2:13][CH2:14][CH2:15][CH:16]([CH3:18])[CH3:17])[CH2:10][CH2:9]4)[CH2:3]1.[CH2:30]=[CH:31][CH2:32]OC(C(Cl)(Cl)Cl)=N.C(=O)(O)[O-].[Na+]. Product: [CH2:32]([O:1][C@H:2]1[CH2:26][CH2:25][C@@:24]2([CH3:27])[C@@H:4]([C:5](=[O:29])[O:6][C:7]3[C@H:8]4[C@:20]([CH3:28])([CH2:21][CH2:22][C:23]=32)[C@@H:11]([C@H:12]([CH3:19])[CH2:13][CH2:14][CH2:15][CH:16]([CH3:18])[CH3:17])[CH2:10][CH2:9]4)[CH2:3]1)[CH:31]=[CH2:30]. The catalyst class is: 4. (2) Reactant: [F:1][C:2]1[CH:3]=[C:4]([CH:7]=[CH:8][C:9]=1[O:10][C:11]1[CH:16]=[CH:15][C:14](C=O)=[C:13]([B:19]2[O:23][C:22](C)(C)C(C)(C)[O:20]2)[CH:12]=1)[C:5]#[N:6].[BH4-].[Na+].Cl. Product: [F:1][C:2]1[CH:3]=[C:4]([CH:7]=[CH:8][C:9]=1[O:10][C:11]1[CH:16]=[CH:15][C:14]2[CH2:22][O:23][B:19]([OH:20])[C:13]=2[CH:12]=1)[C:5]#[N:6]. The catalyst class is: 5.